From a dataset of Reaction yield outcomes from USPTO patents with 853,638 reactions. Predict the reaction yield, written as a fraction of the theoretical maximum amount of product (1.0 means a 100% yield; for example, 0.34 means a 34% yield). (1) The yield is 0.450. The catalyst is C1COCC1. The reactants are [Cl:1][C:2]1[CH:7]=[C:6](Cl)[N:5]=[C:4]([CH3:9])[N:3]=1.[NH2:10][NH2:11].C(=O)([O-])[O-].[K+].[K+]. The product is [Cl:1][C:2]1[CH:7]=[C:6]([NH:10][NH2:11])[N:5]=[C:4]([CH3:9])[N:3]=1. (2) The reactants are Cl.[NH2:2][CH2:3][C:4]1[CH:5]=[C:6]2[C:10](=[CH:11][CH:12]=1)[C:9](=[O:13])[N:8]([CH:14]1[CH2:19][CH2:18][C:17](=[O:20])[NH:16][C:15]1=[O:21])[CH2:7]2.[F:22][C:23]([F:34])([F:33])[C:24]1[CH:32]=[CH:31][C:27]([C:28](Cl)=[O:29])=[CH:26][CH:25]=1.C(N(CC)CC)C.Cl. The catalyst is CN(C)C=O. The product is [O:21]=[C:15]1[CH:14]([N:8]2[CH2:7][C:6]3[C:10](=[CH:11][CH:12]=[C:4]([CH2:3][NH:2][C:28](=[O:29])[C:27]4[CH:31]=[CH:32][C:24]([C:23]([F:22])([F:33])[F:34])=[CH:25][CH:26]=4)[CH:5]=3)[C:9]2=[O:13])[CH2:19][CH2:18][C:17](=[O:20])[NH:16]1. The yield is 0.490. (3) The reactants are [Cl:1][C:2]1[C:7]([F:8])=[C:6]([Cl:9])[N:5]=[C:4]([S:10][CH3:11])[N:3]=1.S([O-])(O[O-])(=O)=[O:13].[K+].[K+].OS([O-])(=O)=O.[K+].[OH2:26]. The catalyst is CO. The product is [Cl:1][C:2]1[C:7]([F:8])=[C:6]([Cl:9])[N:5]=[C:4]([S:10]([CH3:11])(=[O:13])=[O:26])[N:3]=1. The yield is 0.990. (4) The reactants are [F:1][C:2]1[CH:7]=[CH:6][CH:5]=[CH:4][C:3]=1[C:8]1[N:12]([S:13]([C:16]2[CH:21]=[CH:20][CH:19]=[C:18]([S:22]([CH3:25])(=[O:24])=[O:23])[CH:17]=2)(=[O:15])=[O:14])[CH:11]=[C:10]([CH:26]=O)[CH:9]=1.CO.[CH3:30][NH2:31].[BH4-].[Na+].[ClH:34].C(=O)([O-])O.[Na+]. The catalyst is CO. The product is [ClH:34].[F:1][C:2]1[CH:7]=[CH:6][CH:5]=[CH:4][C:3]=1[C:8]1[N:12]([S:13]([C:16]2[CH:21]=[CH:20][CH:19]=[C:18]([S:22]([CH3:25])(=[O:24])=[O:23])[CH:17]=2)(=[O:15])=[O:14])[CH:11]=[C:10]([CH2:26][NH:31][CH3:30])[CH:9]=1. The yield is 0.650. (5) The reactants are Br[C:2]1[N:3]=[C:4]([C:22]2[CH:27]=[CH:26][C:25]([F:28])=[CH:24][CH:23]=2)[N:5]([C:7]2[CH:12]=[CH:11][N:10]=[C:9]([NH:13][C@H:14]([C:16]3[CH:21]=[CH:20][CH:19]=[CH:18][CH:17]=3)[CH3:15])[N:8]=2)[CH:6]=1.C[Sn](C)(C)[C:31]1[CH:36]=[CH:35][N:34]=[CH:33][CH:32]=1.C([O-])([O-])=O.[Na+].[Na+]. The catalyst is Cl[Pd](Cl)([P](C1C=CC=CC=1)(C1C=CC=CC=1)C1C=CC=CC=1)[P](C1C=CC=CC=1)(C1C=CC=CC=1)C1C=CC=CC=1. The product is [F:28][C:25]1[CH:26]=[CH:27][C:22]([C:4]2[N:5]([C:7]3[CH:12]=[CH:11][N:10]=[C:9]([NH:13][C@H:14]([C:16]4[CH:21]=[CH:20][CH:19]=[CH:18][CH:17]=4)[CH3:15])[N:8]=3)[CH:6]=[C:2]([C:31]3[CH:36]=[CH:35][N:34]=[CH:33][CH:32]=3)[N:3]=2)=[CH:23][CH:24]=1. The yield is 0.680. (6) The reactants are [C:1]([C:5]1[CH:6]=[C:7]([NH2:18])[N:8]([C:10]2[CH:15]=[CH:14][C:13]([O:16]C)=[CH:12][CH:11]=2)[N:9]=1)([CH3:4])([CH3:3])[CH3:2].[Cl-].[Cl-].[Cl-].[Al+3].C(OCC)(=O)C. The catalyst is C(Cl)Cl. The product is [NH2:18][C:7]1[N:8]([C:10]2[CH:15]=[CH:14][C:13]([OH:16])=[CH:12][CH:11]=2)[N:9]=[C:5]([C:1]([CH3:4])([CH3:3])[CH3:2])[CH:6]=1. The yield is 0.540.